This data is from Forward reaction prediction with 1.9M reactions from USPTO patents (1976-2016). The task is: Predict the product of the given reaction. (1) Given the reactants [CH2:1]([O:8][C:9]([NH:11][C:12]1[C:13]([C:29](O)=[O:30])=[N:14][C:15]2[C:20]([CH:21]=1)=[CH:19][CH:18]=[C:17]([N:22]1[CH2:27][CH2:26][N:25]([CH3:28])[CH2:24][CH2:23]1)[CH:16]=2)=[O:10])[C:2]1[CH:7]=[CH:6][CH:5]=[CH:4][CH:3]=1.[NH2:32][C:33]1[CH:34]=[N:35][CH:36]=[CH:37][C:38]=1[N:39]1[CH2:44][C@H:43]([C:45]([F:48])([F:47])[F:46])[CH2:42][C@H:41]([NH:49][C:50](=[O:56])[O:51][C:52]([CH3:55])([CH3:54])[CH3:53])[CH2:40]1.CN(C(ON1N=NC2C=CC=NC1=2)=[N+](C)C)C.F[P-](F)(F)(F)(F)F.CCN(C(C)C)C(C)C, predict the reaction product. The product is: [C:52]([O:51][C:50]([NH:49][C@H:41]1[CH2:42][C@@H:43]([C:45]([F:48])([F:47])[F:46])[CH2:44][N:39]([C:38]2[CH:37]=[CH:36][N:35]=[CH:34][C:33]=2[NH:32][C:29]([C:13]2[C:12]([NH:11][C:9](=[O:10])[O:8][CH2:1][C:2]3[CH:3]=[CH:4][CH:5]=[CH:6][CH:7]=3)=[CH:21][C:20]3[C:15](=[CH:16][C:17]([N:22]4[CH2:27][CH2:26][N:25]([CH3:28])[CH2:24][CH2:23]4)=[CH:18][CH:19]=3)[N:14]=2)=[O:30])[CH2:40]1)=[O:56])([CH3:55])([CH3:53])[CH3:54]. (2) Given the reactants [C:1]1([CH:7]([NH2:14])[C:8]2[CH:13]=[CH:12][CH:11]=[CH:10][CH:9]=2)[CH:6]=[CH:5][CH:4]=[CH:3][CH:2]=1.[PH2:15]([OH:17])=[O:16].[C:18](=O)([CH3:20])[CH3:19].[CH2:22](O)C, predict the reaction product. The product is: [C:1]1([CH:7]([NH:14][CH:19]([P:15]([OH:17])[OH:16])[CH:18]([CH3:20])[CH3:22])[C:8]2[CH:9]=[CH:10][CH:11]=[CH:12][CH:13]=2)[CH:6]=[CH:5][CH:4]=[CH:3][CH:2]=1. (3) The product is: [CH3:7][NH:8][C@@H:9]([C:13]1[CH:18]=[CH:17][CH:16]=[CH:15][CH:14]=1)[CH2:10][OH:11]. Given the reactants [H-].[H-].[H-].[H-].[Li+].[Al+3].[CH3:7][NH:8][C@@H:9]([C:13]1[CH:18]=[CH:17][CH:16]=[CH:15][CH:14]=1)[C:10](O)=[O:11], predict the reaction product. (4) Given the reactants C([NH:4][C:5]1[CH:17]=[C:16]2[C:8]([C:9]3[C:14]([CH2:18][CH2:19][CH2:20][CH3:21])([CH2:15]2)[CH2:13][CH2:12][C:11](=[O:22])[C:10]=3[C:23]([O:25]CC)=[CH2:24])=[CH:7][C:6]=1[F:28])(=O)C.Cl, predict the reaction product. The product is: [C:23]([C:10]1[C:11](=[O:22])[CH2:12][CH2:13][C:14]2([CH2:18][CH2:19][CH2:20][CH3:21])[C:9]=1[C:8]1[C:16](=[CH:17][C:5]([NH2:4])=[C:6]([F:28])[CH:7]=1)[CH2:15]2)(=[O:25])[CH3:24]. (5) Given the reactants Cl.[C:2]([N:6]1[CH:14]=[C:13]2[C:8]([C:9](=[O:20])[NH:10][C:11]3([CH2:19][CH2:18][NH:17][CH2:16][CH2:15]3)[CH2:12]2)=[N:7]1)([CH3:5])([CH3:4])[CH3:3].[CH3:21][O:22][C:23]1[CH:43]=[CH:42][C:26]([CH2:27][NH:28][C:29]2[C:38]3[C:33](=[CH:34][CH:35]=[C:36]([C:39](O)=[O:40])[CH:37]=3)[CH:32]=[CH:31][N:30]=2)=[CH:25][CH:24]=1, predict the reaction product. The product is: [C:2]([N:6]1[CH:14]=[C:13]2[C:8]([C:9](=[O:20])[NH:10][C:11]3([CH2:19][CH2:18][N:17]([C:39]([C:36]4[CH:37]=[C:38]5[C:33]([CH:32]=[CH:31][N:30]=[C:29]5[NH:28][CH2:27][C:26]5[CH:25]=[CH:24][C:23]([O:22][CH3:21])=[CH:43][CH:42]=5)=[CH:34][CH:35]=4)=[O:40])[CH2:16][CH2:15]3)[CH2:12]2)=[N:7]1)([CH3:5])([CH3:3])[CH3:4]. (6) Given the reactants [NH2:1][C@@H:2]1[C:8](=[O:9])[N:7]([CH2:10][CH2:11][O:12][CH3:13])[C:6]2[CH:14]=[CH:15][CH:16]=[CH:17][C:5]=2[C:4]2[CH:18]=[CH:19][CH:20]=[CH:21][C:3]1=2.[CH2:22]([O:24][C:25](=[O:30])[CH2:26][C:27](O)=[O:28])[CH3:23], predict the reaction product. The product is: [CH2:22]([O:24][C:25](=[O:30])[CH2:26][C:27]([NH:1][C@@H:2]1[C:8](=[O:9])[N:7]([CH2:10][CH2:11][O:12][CH3:13])[C:6]2[CH:14]=[CH:15][CH:16]=[CH:17][C:5]=2[C:4]2[CH:18]=[CH:19][CH:20]=[CH:21][C:3]1=2)=[O:28])[CH3:23]. (7) The product is: [C:1]([C:5]1[CH:6]=[C:7]2[C:11](=[CH:12][C:13]=1[NH2:14])[NH:10][CH:9]=[CH:8]2)([CH3:4])([CH3:2])[CH3:3]. Given the reactants [C:1]([C:5]1[CH:6]=[C:7]2[C:11](=[CH:12][C:13]=1[N+:14]([O-])=O)[NH:10][CH:9]=[CH:8]2)([CH3:4])([CH3:3])[CH3:2], predict the reaction product. (8) Given the reactants [NH:1]1[C:9]2[C:4](=[CH:5][CH:6]=[CH:7][CH:8]=2)[CH2:3][C:2]1=[O:10].[Li+].C[Si]([N-][Si](C)(C)C)(C)C.[CH3:21][C:22]1([CH3:32])[C:26]2[CH:27]=[CH:28][CH:29]=[CH:30][C:25]=2[C:24](=O)[O:23]1, predict the reaction product. The product is: [CH3:21][C:22]1([CH3:32])[C:26]2[CH:27]=[CH:28][CH:29]=[CH:30][C:25]=2/[C:24](=[C:3]2\[C:2](=[O:10])[NH:1][C:9]3[C:4]\2=[CH:5][CH:6]=[CH:7][CH:8]=3)/[O:23]1. (9) Given the reactants [Br:1][C:2]1[CH:7]=[CH:6][C:5]([O:8]C)=[CH:4][C:3]=1[N+:10]([O-:12])=[O:11].B(Br)(Br)Br.O, predict the reaction product. The product is: [Br:1][C:2]1[CH:7]=[CH:6][C:5]([OH:8])=[CH:4][C:3]=1[N+:10]([O-:12])=[O:11]. (10) Given the reactants [CH2:1]([O:8][C@@H:9]1[CH2:12][C@H:11]([NH:13][C:14]2[C:15]([NH2:21])=[CH:16][CH:17]=[C:18]([F:20])[CH:19]=2)[CH2:10]1)[C:2]1[CH:7]=[CH:6][CH:5]=[CH:4][CH:3]=1.[C:22]([O:26][C:27]([NH:29][C@@H:30]([CH3:34])[C:31](O)=O)=[O:28])([CH3:25])([CH3:24])[CH3:23].C1C=NC2N(O)N=NC=2C=1.CCN=C=NCCCN(C)C.Cl, predict the reaction product. The product is: [C:22]([O:26][C:27](=[O:28])[NH:29][C@H:30]([C:31]1[N:13]([C@H:11]2[CH2:12][C@@H:9]([O:8][CH2:1][C:2]3[CH:7]=[CH:6][CH:5]=[CH:4][CH:3]=3)[CH2:10]2)[C:14]2[CH:19]=[C:18]([F:20])[CH:17]=[CH:16][C:15]=2[N:21]=1)[CH3:34])([CH3:25])([CH3:24])[CH3:23].